Dataset: Full USPTO retrosynthesis dataset with 1.9M reactions from patents (1976-2016). Task: Predict the reactants needed to synthesize the given product. Given the product [Br:1][C:2]1[C:6]2[C:7]([NH2:12])=[N:8][CH:9]=[CH:10][C:5]=2[S:4][CH:3]=1, predict the reactants needed to synthesize it. The reactants are: [Br:1][C:2]1[C:6]2[C:7](Cl)=[N:8][CH:9]=[CH:10][C:5]=2[S:4][CH:3]=1.[NH4+:12].[OH-].